From a dataset of TCR-epitope binding with 47,182 pairs between 192 epitopes and 23,139 TCRs. Binary Classification. Given a T-cell receptor sequence (or CDR3 region) and an epitope sequence, predict whether binding occurs between them. (1) The epitope is PKYVKQNTLKLAT. The TCR CDR3 sequence is CASSDSGTYNEQFF. Result: 1 (the TCR binds to the epitope). (2) The epitope is KLSYGIATV. The TCR CDR3 sequence is CASSQERVLAGVYEQYF. Result: 1 (the TCR binds to the epitope). (3) The epitope is HLVDFQVTI. The TCR CDR3 sequence is CASSWPGDHYGYTF. Result: 0 (the TCR does not bind to the epitope). (4) The epitope is PROT_97E67BCC. The TCR CDR3 sequence is CASTLLTSGTGELFF. Result: 1 (the TCR binds to the epitope).